From a dataset of Forward reaction prediction with 1.9M reactions from USPTO patents (1976-2016). Predict the product of the given reaction. (1) Given the reactants Br[C:2]1[CH:27]=[CH:26][C:5]2[N:6]([CH:19]([CH2:24][CH3:25])[C:20]([O:22][CH3:23])=[O:21])[C:7](=[N:9][C:10](=[O:18])[C:11]3[CH:16]=[CH:15][C:14]([CH3:17])=[CH:13][CH:12]=3)[S:8][C:4]=2[CH:3]=1.[F:28][C:29]1[CH:35]=[CH:34][C:32]([NH2:33])=[CH:31][CH:30]=1.CC1(C)C2C(=C(P(C3C=CC=CC=3)C3C=CC=CC=3)C=CC=2)OC2C(P(C3C=CC=CC=3)C3C=CC=CC=3)=CC=CC1=2.C(=O)([O-])[O-].[Cs+].[Cs+], predict the reaction product. The product is: [F:28][C:29]1[CH:35]=[CH:34][C:32]([NH:33][C:2]2[CH:27]=[CH:26][C:5]3[N:6]([CH:19]([CH2:24][CH3:25])[C:20]([O:22][CH3:23])=[O:21])[C:7](=[N:9][C:10](=[O:18])[C:11]4[CH:16]=[CH:15][C:14]([CH3:17])=[CH:13][CH:12]=4)[S:8][C:4]=3[CH:3]=2)=[CH:31][CH:30]=1. (2) Given the reactants C(N(CC)C(C)C)(C)C.[Br:10][C:11]1[N:31]=[CH:30][C:14]2[NH:15][C@@H:16]([CH3:29])[CH2:17][N:18]([S:19]([C:22]3[CH:28]=[CH:27][C:25]([CH3:26])=[CH:24][CH:23]=3)(=[O:21])=[O:20])[C:13]=2[CH:12]=1.[C:32](Cl)(=[O:34])[CH3:33], predict the reaction product. The product is: [Br:10][C:11]1[N:31]=[CH:30][C:14]2[N:15]([C:32](=[O:34])[CH3:33])[C@@H:16]([CH3:29])[CH2:17][N:18]([S:19]([C:22]3[CH:23]=[CH:24][C:25]([CH3:26])=[CH:27][CH:28]=3)(=[O:21])=[O:20])[C:13]=2[CH:12]=1. (3) Given the reactants [C:1]([NH:5][C:6](=[O:38])[CH2:7][N:8]1[C:17]([C:18]2[CH:23]=[CH:22][C:21]([F:24])=[C:20]([O:25][CH3:26])[CH:19]=2)=[CH:16][C:15]2[C:10](=[CH:11][C:12]([O:27]CC3C=CC(OC)=CC=3)=[CH:13][CH:14]=2)[C:9]1=[O:37])([CH3:4])([CH3:3])[CH3:2].C(O)(C(F)(F)F)=O.C(Cl)Cl, predict the reaction product. The product is: [C:1]([NH:5][C:6](=[O:38])[CH2:7][N:8]1[C:17]([C:18]2[CH:23]=[CH:22][C:21]([F:24])=[C:20]([O:25][CH3:26])[CH:19]=2)=[CH:16][C:15]2[C:10](=[CH:11][C:12]([OH:27])=[CH:13][CH:14]=2)[C:9]1=[O:37])([CH3:4])([CH3:2])[CH3:3]. (4) Given the reactants CON(C)[C:4](=[O:39])[CH:5]([NH:31][C:32]([O:34][C:35]([CH3:38])([CH3:37])[CH3:36])=[O:33])[CH2:6][CH2:7][CH2:8][C:9]1[CH:14]=[CH:13][C:12]([O:15][C:16]2[CH:21]=[CH:20][CH:19]=[C:18]([O:22][CH2:23][C:24]3[CH:29]=[CH:28][CH:27]=[CH:26][CH:25]=3)[CH:17]=2)=[CH:11][C:10]=1[Cl:30].[CH3:41][Mg+].[Br-].O, predict the reaction product. The product is: [CH2:23]([O:22][C:18]1[CH:17]=[C:16]([CH:21]=[CH:20][CH:19]=1)[O:15][C:12]1[CH:13]=[CH:14][C:9]([CH2:8][CH2:7][CH2:6][CH:5]([NH:31][C:32]([O:34][C:35]([CH3:38])([CH3:37])[CH3:36])=[O:33])[C:4](=[O:39])[CH3:41])=[C:10]([Cl:30])[CH:11]=1)[C:24]1[CH:25]=[CH:26][CH:27]=[CH:28][CH:29]=1. (5) Given the reactants [Br:1][C:2]1[C:3](Cl)=[N:4][C:5](Cl)=[N:6][CH:7]=1.[CH:10]1([NH2:16])[CH2:15][CH2:14][CH2:13][CH2:12][CH2:11]1.[CH3:17][C:18]1[CH:22]=[C:21]([CH3:23])[NH:20][N:19]=1, predict the reaction product. The product is: [Br:1][C:2]1[C:3]([NH:16][CH:10]2[CH2:15][CH2:14][CH2:13][CH2:12][CH2:11]2)=[N:4][C:5]([N:19]2[C:18]([CH3:17])=[CH:22][C:21]([CH3:23])=[N:20]2)=[N:6][CH:7]=1. (6) Given the reactants Cl.[C:2]([O:7][C@@H:8]1[C@H:25](O)[C:24]2[C:23]3[N:22]([CH3:27])[C:21]4[N:20]=[C:19]5[CH:28]=[CH:29][CH:30]=[CH:31][C:18]5=[CH:17][C:16]=4[C:15](=[O:32])[C:14]=3[C:13]([O:33][CH3:34])=[CH:12][C:11]=2[O:10][C:9]1([CH3:36])[CH3:35])(=[O:6])[CH2:3][CH2:4][CH3:5], predict the reaction product. The product is: [C:2]([O:7][C:8]1[C:9]([CH3:35])([CH3:36])[O:10][C:11]2[CH:12]=[C:13]([O:33][CH3:34])[C:14]3[C:15](=[O:32])[C:16]4[CH:17]=[C:18]5[CH:31]=[CH:30][CH:29]=[CH:28][C:19]5=[N:20][C:21]=4[N:22]([CH3:27])[C:23]=3[C:24]=2[CH:25]=1)(=[O:6])[CH2:3][CH2:4][CH3:5]. (7) The product is: [CH:1]1[C:2]([CH2:10][C@@H:11]([NH2:28])[CH2:12][C:13]([N:15]2[CH2:27][C:19]3=[N:20][N:21]=[C:22]([C:23]([F:26])([F:25])[F:24])[N:18]3[CH2:17][CH2:16]2)=[O:14])=[C:3]([F:9])[CH:4]=[C:5]([F:8])[C:6]=1[F:7]. Given the reactants [CH:1]1[C:2]([CH2:10][C@@H:11]([NH2:28])[CH2:12][C:13]([N:15]2[CH2:27][C:19]3=[N:20][N:21]=[C:22]([C:23]([F:26])([F:25])[F:24])[N:18]3[CH2:17][CH2:16]2)=[O:14])=[C:3]([F:9])[CH:4]=[C:5]([F:8])[C:6]=1[F:7].C([O-])(=O)[C@H](C1C=CC=CC=1)O, predict the reaction product. (8) Given the reactants Cl[CH2:2][C:3]1[C:4]([S:9][CH:10]2[CH2:14][CH2:13][CH2:12][CH2:11]2)=[N:5][CH:6]=[CH:7][CH:8]=1.C[O:16][C:17](=[O:30])[CH2:18][C:19]1[C:23]2[CH:24]=[CH:25][C:26]([OH:29])=[C:27]([CH3:28])[C:22]=2[O:21][CH:20]=1, predict the reaction product. The product is: [CH:10]1([S:9][C:4]2[C:3]([CH2:2][O:29][C:26]3[CH:25]=[CH:24][C:23]4[C:19]([CH2:18][C:17]([OH:30])=[O:16])=[CH:20][O:21][C:22]=4[C:27]=3[CH3:28])=[CH:8][CH:7]=[CH:6][N:5]=2)[CH2:14][CH2:13][CH2:12][CH2:11]1. (9) Given the reactants [C:1]([O:5][C:6](=[O:15])[NH:7][C:8]1[CH:13]=[C:12]([CH3:14])[CH:11]=[CH:10][N:9]=1)([CH3:4])([CH3:3])[CH3:2].[Li]CCCC.CCCCCC.[C:27]1([C:33](=[O:35])[CH3:34])[CH:32]=[CH:31][CH:30]=[CH:29][CH:28]=1.[NH4+].[Cl-], predict the reaction product. The product is: [C:1]([O:5][C:6](=[O:15])[NH:7][C:8]1[CH:13]=[C:12]([CH2:14][C:33]([OH:35])([C:27]2[CH:32]=[CH:31][CH:30]=[CH:29][CH:28]=2)[CH3:34])[CH:11]=[CH:10][N:9]=1)([CH3:4])([CH3:3])[CH3:2]. (10) Given the reactants [C:1]12([C:12]([O:14]C)=[O:13])[CH2:7][C:4]([C:8]([O:10]C)=[O:9])([CH2:5][CH2:6]1)[CH2:3][CH2:2]2.[OH-].[K+].C(O)C.Cl, predict the reaction product. The product is: [C:1]12([C:12]([OH:14])=[O:13])[CH2:7][C:4]([C:8]([OH:10])=[O:9])([CH2:3][CH2:2]1)[CH2:5][CH2:6]2.